Dataset: TCR-epitope binding with 47,182 pairs between 192 epitopes and 23,139 TCRs. Task: Binary Classification. Given a T-cell receptor sequence (or CDR3 region) and an epitope sequence, predict whether binding occurs between them. (1) The epitope is AIMTRCLAV. The TCR CDR3 sequence is CASSLGGASTDTQYF. Result: 0 (the TCR does not bind to the epitope). (2) The TCR CDR3 sequence is CASSLEGSPSQNTEAFF. The epitope is GLCTLVAML. Result: 0 (the TCR does not bind to the epitope). (3) The epitope is RLYYDSMSY. The TCR CDR3 sequence is CASSLGASATNEKLFF. Result: 0 (the TCR does not bind to the epitope). (4) The epitope is KLSYGIATV. The TCR CDR3 sequence is CASSQDQLVTEAFF. Result: 1 (the TCR binds to the epitope). (5) The epitope is SSTFNVPMEKLK. The TCR CDR3 sequence is CASSLAENYGYTF. Result: 1 (the TCR binds to the epitope). (6) The epitope is IPRRNVATL. The TCR CDR3 sequence is CASSLLGNEQFF. Result: 0 (the TCR does not bind to the epitope). (7) The epitope is YLQPRTFLL. The TCR CDR3 sequence is CASSFRIGTDYEQYF. Result: 0 (the TCR does not bind to the epitope).